This data is from Full USPTO retrosynthesis dataset with 1.9M reactions from patents (1976-2016). The task is: Predict the reactants needed to synthesize the given product. (1) Given the product [Cl:1][C:2]1[C:7]([C:8]([O:10][CH2:11][CH3:12])=[O:9])=[CH:6][C:5]([F:13])=[C:4]([N:17]2[CH2:18][CH2:19][CH2:16][CH2:15]2)[N:3]=1, predict the reactants needed to synthesize it. The reactants are: [Cl:1][C:2]1[C:7]([C:8]([O:10][CH2:11][CH3:12])=[O:9])=[CH:6][C:5]([F:13])=[C:4](Cl)[N:3]=1.[CH2:15]([N:17](CC)[CH2:18][CH3:19])[CH3:16].N1CCCC1. (2) Given the product [F:29][C:20]1[CH:21]=[C:22]([C:25]([F:26])([F:27])[F:28])[CH:23]=[CH:24][C:19]=1[C@H:15]([NH:71][C:73]([N:67]1[CH2:68][CH2:69][C:63]2[CH:62]=[N:61][C:60]([NH:59][CH:56]3[CH2:55][CH2:54][O:53][CH2:58][CH2:57]3)=[N:65][C:64]=2[CH2:66]1)=[O:74])[C@H:9]1[N:8]([C:6]([O:5][C:1]([CH3:4])([CH3:3])[CH3:2])=[O:7])[C:12]([CH3:14])([CH3:13])[CH2:11][CH2:10]1, predict the reactants needed to synthesize it. The reactants are: [C:1]([O:5][C:6]([N:8]1[C:12]([CH3:14])([CH3:13])[CH2:11][CH2:10][C@H:9]1[C@H:15]([C:19]1[CH:24]=[CH:23][C:22]([C:25]([F:28])([F:27])[F:26])=[CH:21][C:20]=1[F:29])C(O)=O)=[O:7])([CH3:4])([CH3:3])[CH3:2].C1C=CC=CC=1.C1(P(N=[N+]=[N-])(C2C=CC=CC=2)=O)C=CC=CC=1.[O:53]1[CH2:58][CH2:57][CH:56]([NH:59][C:60]2[N:61]=[CH:62][C:63]3[CH2:69][CH2:68][NH:67][CH2:66][C:64]=3[N:65]=2)[CH2:55][CH2:54]1.C[N:71]([CH:73]=[O:74])C. (3) Given the product [CH2:16]([O:15][C:13]([CH:12]1[CH2:7][CH:6]1[C:5]1[CH:8]=[CH:9][C:2]([Br:1])=[CH:3][CH:4]=1)=[O:14])[CH3:17], predict the reactants needed to synthesize it. The reactants are: [Br:1][C:2]1[CH:9]=[CH:8][C:5]([CH:6]=[CH2:7])=[CH:4][CH:3]=1.[N+](=[CH:12][C:13]([O:15][CH2:16][CH3:17])=[O:14])=[N-]. (4) Given the product [CH3:30][C:27]1[CH:26]=[CH:25][C:24]([C:11]2[CH:12]=[C:13]([N:15]3[C:19]([C:20]([F:23])([F:22])[F:21])=[N:18][N:17]=[N:16]3)[CH:14]=[C:9]([C:7]([OH:8])=[O:32])[CH:10]=2)=[CH:29][CH:28]=1, predict the reactants needed to synthesize it. The reactants are: COCC(N[C:7]([C:9]1[CH:10]=[C:11]([C:24]2[CH:29]=[CH:28][C:27]([CH3:30])=[CH:26][CH:25]=2)[CH:12]=[C:13]([N:15]2[C:19]([C:20]([F:23])([F:22])[F:21])=[N:18][N:17]=[N:16]2)[CH:14]=1)=[O:8])C.C[O:32]CC(N)C. (5) Given the product [Cl:47]/[CH:48]=[CH:49]\[C:50]([NH:1][C:2]1[CH:7]=[C:6]([N:8]2[CH2:9][CH2:10][N:11]([CH2:14][CH3:15])[CH2:12][CH2:13]2)[CH:5]=[CH:4][C:3]=1[NH:16][C:17]1[CH:18]=[C:19]([N:23]([CH3:39])[C:24]([NH:26][C:27]2[C:32]([Cl:33])=[C:31]([O:34][CH3:35])[CH:30]=[C:29]([O:36][CH3:37])[C:28]=2[Cl:38])=[O:25])[N:20]=[CH:21][N:22]=1)=[O:51], predict the reactants needed to synthesize it. The reactants are: [NH2:1][C:2]1[CH:7]=[C:6]([N:8]2[CH2:13][CH2:12][N:11]([CH2:14][CH3:15])[CH2:10][CH2:9]2)[CH:5]=[CH:4][C:3]=1[NH:16][C:17]1[N:22]=[CH:21][N:20]=[C:19]([N:23]([CH3:39])[C:24]([NH:26][C:27]2[C:32]([Cl:33])=[C:31]([O:34][CH3:35])[CH:30]=[C:29]([O:36][CH3:37])[C:28]=2[Cl:38])=[O:25])[CH:18]=1.C(N(CC)CC)C.[Cl:47]/[CH:48]=[CH:49]\[C:50](O)=[O:51].C(Cl)Cl.C(P1(=O)OP(=O)(CCC)OP(=O)(CCC)O1)CC.